Task: Predict the reactants needed to synthesize the given product.. Dataset: Retrosynthesis with 50K atom-mapped reactions and 10 reaction types from USPTO (1) Given the product Cc1cc(OCCCC2CCN(c3ncc(F)cn3)CC2)ccc1C(=O)NCCO, predict the reactants needed to synthesize it. The reactants are: Cc1cc(OCCCC2CCNCC2)ccc1C(=O)NCCO.Fc1cnc(Cl)nc1. (2) Given the product Cc1ccc2c(ccn2Cc2ccc(-c3ccccc3N3CCN(C)CC3)cc2)c1, predict the reactants needed to synthesize it. The reactants are: CN1CCNCC1.Cc1ccc2c(ccn2Cc2ccc(-c3ccccc3Br)cc2)c1. (3) The reactants are: CI.Oc1cc2cccc(Br)c2cn1. Given the product COc1cc2cccc(Br)c2cn1, predict the reactants needed to synthesize it. (4) The reactants are: COc1cc2nccc(Sc3ccccc3)c2cc1OC.O=C([O-])O. Given the product COc1cc2nccc(S(=O)c3ccccc3)c2cc1OC, predict the reactants needed to synthesize it. (5) Given the product Cc1cnc2c3c(nn2c1C)CNC3, predict the reactants needed to synthesize it. The reactants are: Cc1cnc2c3c(nn2c1C)CN(C(=O)OC(C)(C)C)C3. (6) Given the product O=C1CC(Nc2cc([N+](=O)[O-])ccc2Cl)=NN1c1c(Cl)cc(Cl)cc1Cl, predict the reactants needed to synthesize it. The reactants are: CC(=O)N(C1=NN(c2c(Cl)cc(Cl)cc2Cl)C(=O)C1)c1cc([N+](=O)[O-])ccc1Cl. (7) Given the product O=C1Nc2ccc(Br)cc2C1=Cc1[nH]c(C(=O)NCCCN2CCCC2)c2c1CCCC2, predict the reactants needed to synthesize it. The reactants are: O=C1Cc2cc(Br)ccc2N1.O=Cc1[nH]c(C(=O)NCCCN2CCCC2)c2c1CCCC2. (8) Given the product Cc1cc(Br)c2c3c1N(C)CC3CN(C(=O)OC(C)(C)C)CC2, predict the reactants needed to synthesize it. The reactants are: CI.CN1CC2CN(C(=O)OC(C)(C)C)CCc3c(Br)cc(Br)c1c32.